Dataset: Peptide-MHC class I binding affinity with 185,985 pairs from IEDB/IMGT. Task: Regression. Given a peptide amino acid sequence and an MHC pseudo amino acid sequence, predict their binding affinity value. This is MHC class I binding data. (1) The peptide sequence is FDAAVMGGF. The MHC is HLA-B44:02 with pseudo-sequence HLA-B44:02. The binding affinity (normalized) is 0.0553. (2) The peptide sequence is VRRLYPKI. The MHC is H-2-Kb with pseudo-sequence H-2-Kb. The binding affinity (normalized) is 0.317. (3) The peptide sequence is HLKCRLRMDK. The MHC is HLA-A03:01 with pseudo-sequence HLA-A03:01. The binding affinity (normalized) is 0.558. (4) The peptide sequence is MVRRGVRSL. The MHC is HLA-B07:02 with pseudo-sequence HLA-B07:02. The binding affinity (normalized) is 0.901. (5) The peptide sequence is VDINRNNKF. The MHC is HLA-A02:03 with pseudo-sequence HLA-A02:03. The binding affinity (normalized) is 0. (6) The peptide sequence is KRDKKKEYNET. The MHC is Mamu-B08 with pseudo-sequence Mamu-B08. The binding affinity (normalized) is 0.0102.